From a dataset of Forward reaction prediction with 1.9M reactions from USPTO patents (1976-2016). Predict the product of the given reaction. (1) Given the reactants S(Cl)(Cl)=O.[CH3:5][N:6]1[C:15](=[O:16])[C:14]2[N:13]=[CH:12][CH:11]=[CH:10][C:9]=2[CH:8]=[C:7]1[C:17]([OH:19])=O.[CH3:20][N:21]1[C:25]([NH2:26])=[N:24][N:23]=[N:22]1, predict the reaction product. The product is: [CH3:5][N:6]1[C:15](=[O:16])[C:14]2[N:13]=[CH:12][CH:11]=[CH:10][C:9]=2[CH:8]=[C:7]1[C:17]([NH:26][C:25]1[N:21]([CH3:20])[N:22]=[N:23][N:24]=1)=[O:19]. (2) The product is: [C:2]([C:4]1[CH:9]=[CH:8][C:7]([CH:10]2[C:14]3[C:15]([CH3:29])=[C:16]([NH:21][C:22](=[O:28])[CH2:23][C:24]([CH3:26])([CH3:25])[CH3:27])[C:17]([CH3:20])=[C:18]([CH3:19])[C:13]=3[O:12][CH2:11]2)=[CH:6][CH:5]=1)(=[O:1])[CH3:3]. Given the reactants [OH:1][CH:2]([C:4]1[CH:9]=[CH:8][C:7]([CH:10]2[C:14]3[C:15]([CH3:29])=[C:16]([NH:21][C:22](=[O:28])[CH2:23][C:24]([CH3:27])([CH3:26])[CH3:25])[C:17]([CH3:20])=[C:18]([CH3:19])[C:13]=3[O:12][CH2:11]2)=[CH:6][CH:5]=1)[CH3:3].C1COCC1.C(OC(C)C)(C)C, predict the reaction product. (3) Given the reactants FC1C=CC(CN)=CC=1.[NH2:10][CH2:11][C:12]1[CH:17]=[CH:16][N:15]=[CH:14][CH:13]=1.[CH2:18]([N:25]1[CH2:29][CH2:28][N:27]([C:30]2[S:31][C:32]([C:36](O)=[O:37])=[C:33]([CH3:35])[N:34]=2)[C:26]1=[O:39])[C:19]1[CH:24]=[CH:23][CH:22]=[CH:21][CH:20]=1, predict the reaction product. The product is: [CH2:18]([N:25]1[CH2:29][CH2:28][N:27]([C:30]2[S:31][C:32]([C:36]([NH:10][CH2:11][C:12]3[CH:17]=[CH:16][N:15]=[CH:14][CH:13]=3)=[O:37])=[C:33]([CH3:35])[N:34]=2)[C:26]1=[O:39])[C:19]1[CH:24]=[CH:23][CH:22]=[CH:21][CH:20]=1. (4) The product is: [OH:1][CH2:2][CH2:3][N:4]([CH2:19][CH2:20][C:21]1[C:29]2[C:24](=[CH:25][CH:26]=[CH:27][CH:28]=2)[NH:23][CH:22]=1)[CH:5]1[C:13]2[C:8](=[CH:9][C:10]([C:14]([OH:16])=[O:15])=[CH:11][CH:12]=2)[CH2:7][CH2:6]1.[ClH:37]. Given the reactants [OH:1][CH2:2][CH2:3][N:4]([CH2:19][CH2:20][C:21]1[C:29]2[C:24](=[CH:25][CH:26]=[CH:27][CH:28]=2)[NH:23][CH:22]=1)[CH:5]1[C:13]2[C:8](=[CH:9][C:10]([C:14]([O:16]CC)=[O:15])=[CH:11][CH:12]=2)[CH2:7][CH2:6]1.[OH-].[K+].C1COCC1.[ClH:37], predict the reaction product. (5) Given the reactants [CH3:1][N:2]([C:15]1[CH:20]=[CH:19][CH:18]=[CH:17][CH:16]=1)[C:3](=[O:14])[CH2:4][C:5]1[CH:10]=[CH:9][CH:8]=[C:7]([N+:11]([O-:13])=[O:12])[CH:6]=1.[H-].[Na+].[CH3:23]I.O, predict the reaction product. The product is: [CH3:1][N:2]([C:15]1[CH:20]=[CH:19][CH:18]=[CH:17][CH:16]=1)[C:3](=[O:14])[CH:4]([C:5]1[CH:10]=[CH:9][CH:8]=[C:7]([N+:11]([O-:13])=[O:12])[CH:6]=1)[CH3:23]. (6) The product is: [CH2:1]([NH:13][C:14](=[O:36])[C:15]1[CH:20]=[C:19]([C:21]2[CH:26]=[CH:25][CH:24]=[C:23]([C:27]([F:28])([F:29])[F:30])[CH:22]=2)[C:18]([O:31][CH2:32][CH2:33][Br:38])=[C:17]([Br:35])[CH:16]=1)[CH2:2][CH2:3][CH2:4][CH2:5][CH2:6][CH2:7][CH2:8][CH2:9][CH2:10][CH2:11][CH3:12]. Given the reactants [CH2:1]([NH:13][C:14](=[O:36])[C:15]1[CH:20]=[C:19]([C:21]2[CH:26]=[CH:25][CH:24]=[C:23]([C:27]([F:30])([F:29])[F:28])[CH:22]=2)[C:18]([O:31][CH2:32][CH2:33]O)=[C:17]([Br:35])[CH:16]=1)[CH2:2][CH2:3][CH2:4][CH2:5][CH2:6][CH2:7][CH2:8][CH2:9][CH2:10][CH2:11][CH3:12].C(Br)(Br)(Br)[Br:38].C1(P(C2C=CC=CC=2)C2C=CC=CC=2)C=CC=CC=1, predict the reaction product. (7) Given the reactants [CH3:1][C:2]1[CH:7]=[CH:6][C:5]([C:8](=[O:14])[CH2:9][CH2:10][C:11]([OH:13])=[O:12])=[CH:4][C:3]=1[N+:15]([O-])=O.[C:18](OC(=O)C)(=[O:20])[CH3:19], predict the reaction product. The product is: [C:18]([NH:15][C:3]1[CH:4]=[C:5]([C:8](=[O:14])[CH2:9][CH2:10][C:11]([OH:13])=[O:12])[CH:6]=[CH:7][C:2]=1[CH3:1])(=[O:20])[CH3:19]. (8) The product is: [Cl:16][C:17]1[C:18]([NH:36][C:37](=[O:45])[CH2:38][CH:39]2[CH2:44][CH2:43][CH2:42][CH2:41][CH2:40]2)=[C:19]2[C:24](=[CH:25][CH:26]=1)[N:23]=[C:22]([NH:27][CH2:28][C:29]([OH:31])=[O:30])[CH:21]=[CH:20]2. Given the reactants ClC1C=CC2N=C(C)C=CC=2C=1C(O)=O.[Cl:16][C:17]1[C:18]([NH:36][C:37](=[O:45])[CH2:38][CH:39]2[CH2:44][CH2:43][CH2:42][CH2:41][CH2:40]2)=[C:19]2[C:24](=[CH:25][CH:26]=1)[N:23]=[C:22]([NH:27][CH2:28][C:29]([O:31]C(C)(C)C)=[O:30])[CH:21]=[CH:20]2.FC(F)(F)C(O)=O, predict the reaction product.